This data is from Forward reaction prediction with 1.9M reactions from USPTO patents (1976-2016). The task is: Predict the product of the given reaction. (1) Given the reactants [C:1]([OH:9])(=[O:8])[C:2]1[CH:7]=[CH:6][CH:5]=[N:4][CH:3]=1.[CH2:10]([Br:17])[C:11]1[CH:16]=[CH:15][CH:14]=[CH:13][CH:12]=1, predict the reaction product. The product is: [Br-:17].[CH2:10]([N+:4]1[CH:5]=[CH:6][CH:7]=[C:2]([C:1]([OH:9])=[O:8])[CH:3]=1)[C:11]1[CH:16]=[CH:15][CH:14]=[CH:13][CH:12]=1. (2) Given the reactants Cl.[NH2:2][OH:3].C(N(CC)CC)C.[CH2:11]([O:14][C:15]1[CH:22]=[CH:21][C:18]([C:19]#[N:20])=[C:17]([Cl:23])[CH:16]=1)[CH:12]=[CH2:13], predict the reaction product. The product is: [CH2:11]([O:14][C:15]1[CH:22]=[CH:21][C:18]([C:19](=[N:2][OH:3])[NH2:20])=[C:17]([Cl:23])[CH:16]=1)[CH:12]=[CH2:13]. (3) Given the reactants Cl[C:2]1[N:7]=[C:6]([O:8][C:9]2[CH:10]=[CH:11][CH:12]=[C:13]3[C:17]=2[C:16](=[O:18])[N:15]([CH3:19])[CH2:14]3)[C:5]([Cl:20])=[CH:4][N:3]=1.[NH2:21][C:22]1[C:37]([O:38][CH3:39])=[CH:36][C:25]([C:26]([O:28][CH2:29][C:30]2[CH:35]=[CH:34][CH:33]=[CH:32][CH:31]=2)=[O:27])=[C:24]([Cl:40])[CH:23]=1.CC(C1C=C(C(C)C)C(C2C=CC=CC=2P(C2CCCCC2)C2CCCCC2)=C(C(C)C)C=1)C.C([O-])([O-])=O.[Cs+].[Cs+], predict the reaction product. The product is: [Cl:40][C:24]1[CH:23]=[C:22]([NH:21][C:2]2[N:7]=[C:6]([O:8][C:9]3[CH:10]=[CH:11][CH:12]=[C:13]4[C:17]=3[C:16](=[O:18])[N:15]([CH3:19])[CH2:14]4)[C:5]([Cl:20])=[CH:4][N:3]=2)[C:37]([O:38][CH3:39])=[CH:36][C:25]=1[C:26]([O:28][CH2:29][C:30]1[CH:31]=[CH:32][CH:33]=[CH:34][CH:35]=1)=[O:27]. (4) Given the reactants [C:1]([CH2:3][C:4]([C@@H:6]1[CH2:10][CH2:9][CH2:8][N:7]1[C:11]([O:13][C:14]([CH3:17])([CH3:16])[CH3:15])=[O:12])=O)#[N:2].[CH3:18][NH:19][NH2:20], predict the reaction product. The product is: [NH2:2][C:1]1[N:19]([CH3:18])[N:20]=[C:4]([C@@H:6]2[CH2:10][CH2:9][CH2:8][N:7]2[C:11]([O:13][C:14]([CH3:17])([CH3:16])[CH3:15])=[O:12])[CH:3]=1. (5) Given the reactants [Cl:1][C:2]1[CH:3]=[C:4]([NH:8][CH2:9][C:10]2[C:19]3[C:14](=[C:15]([F:20])[CH:16]=[CH:17][CH:18]=3)[NH:13][C:12](=[O:21])[CH:11]=2)[CH:5]=[CH:6][CH:7]=1.Cl[C:23](=[O:28])[C:24]([O:26][CH3:27])=[O:25], predict the reaction product. The product is: [Cl:1][C:2]1[CH:3]=[C:4]([N:8]([CH2:9][C:10]2[C:19]3[C:14](=[C:15]([F:20])[CH:16]=[CH:17][CH:18]=3)[NH:13][C:12](=[O:21])[CH:11]=2)[C:23](=[O:28])[C:24]([O:26][CH3:27])=[O:25])[CH:5]=[CH:6][CH:7]=1. (6) Given the reactants Br[C:2]1[CH:7]=[CH:6][C:5]([S:8]([NH:11][CH:12]2[CH2:15][O:14][CH2:13]2)(=[O:10])=[O:9])=[CH:4][CH:3]=1.[CH3:16][C:17]1([CH3:33])[C:21]([CH3:23])([CH3:22])[O:20][B:19]([B:19]2[O:20][C:21]([CH3:23])([CH3:22])[C:17]([CH3:33])([CH3:16])[O:18]2)[O:18]1.C([O-])(=O)C.[K+], predict the reaction product. The product is: [O:14]1[CH2:15][CH:12]([NH:11][S:8]([C:5]2[CH:6]=[CH:7][C:2]([B:19]3[O:20][C:21]([CH3:23])([CH3:22])[C:17]([CH3:33])([CH3:16])[O:18]3)=[CH:3][CH:4]=2)(=[O:10])=[O:9])[CH2:13]1. (7) The product is: [Cl:1][C:2]1[CH:7]=[CH:6][C:5]([C:8]2[C:13]([C:14]3[CH:19]=[CH:18][N:17]=[CH:16][C:15]=3[Cl:20])=[N:12][C:11]([N:21]3[CH2:22][CH2:23][N:24]([C:27](=[O:31])[CH:28]([CH3:30])[CH3:29])[CH2:25][CH2:26]3)=[CH:10][N:9]=2)=[CH:4][CH:3]=1. Given the reactants [Cl:1][C:2]1[CH:7]=[CH:6][C:5]([C:8]2[C:13]([C:14]3[CH:19]=[CH:18][N:17]=[CH:16][C:15]=3[Cl:20])=[N:12][C:11]([N:21]3[CH2:26][CH2:25][NH:24][CH2:23][CH2:22]3)=[CH:10][N:9]=2)=[CH:4][CH:3]=1.[C:27](Cl)(=[O:31])[CH:28]([CH3:30])[CH3:29], predict the reaction product.